Dataset: Forward reaction prediction with 1.9M reactions from USPTO patents (1976-2016). Task: Predict the product of the given reaction. (1) Given the reactants [CH:1]1([C:4]2[NH:8][C:7]3[CH:9]=[C:10]([C:14]4[C:15]([CH3:20])=[N:16][O:17][C:18]=4[CH3:19])[CH:11]=[C:12](I)[C:6]=3[N:5]=2)[CH2:3][CH2:2]1.[CH3:21][CH:22]1[NH:26][C:25](=[O:27])[CH2:24][CH2:23]1.C(=O)([O-])[O-].[Cs+].[Cs+].CN(C)CCN, predict the reaction product. The product is: [CH:1]1([C:4]2[NH:8][C:7]3[CH:9]=[C:10]([C:14]4[C:15]([CH3:20])=[N:16][O:17][C:18]=4[CH3:19])[CH:11]=[C:12]([N:26]4[CH:22]([CH3:21])[CH2:23][CH2:24][C:25]4=[O:27])[C:6]=3[N:5]=2)[CH2:3][CH2:2]1. (2) Given the reactants F[C:2]1[CH:8]=[C:7]([F:9])[C:6]([F:10])=[CH:5][C:3]=1[NH2:4].CCO[C:14]([S-:16])=[S:15].[K+].Cl, predict the reaction product. The product is: [F:10][C:6]1[C:7]([F:9])=[CH:8][C:2]2[S:15][C:14]([SH:16])=[N:4][C:3]=2[CH:5]=1. (3) Given the reactants [Cl:1][C:2]1[CH:3]=[C:4]([C:23]#[N:24])[N:5]([CH2:8][CH2:9][CH:10]([N:12]2C(=O)C3C(=CC=CC=3)C2=O)[CH3:11])[C:6]=1[CH3:7].NN, predict the reaction product. The product is: [NH2:12][CH:10]([CH3:11])[CH2:9][CH2:8][N:5]1[C:6]([CH3:7])=[C:2]([Cl:1])[CH:3]=[C:4]1[C:23]#[N:24]. (4) Given the reactants C(OC([N:8]1[CH2:13][C@@H:12]([N:14]([C:19]([C:21]2[C:22]([NH:31][CH2:32][CH2:33][CH2:34][O:35][CH3:36])=[N:23][C:24]([C:27]([CH3:30])([CH3:29])[CH3:28])=[N:25][CH:26]=2)=[O:20])[CH2:15][CH:16]([CH3:18])[CH3:17])[CH2:11][C@@H:10]([C:37](O)=[O:38])[CH2:9]1)=O)(C)(C)C.CCN=C=N[CH2:45][CH2:46][CH2:47]N(C)C.Cl.[CH:52]1C=CC2N(O)N=NC=2C=1.C(N(C(C)C)CC)(C)C.[CH3:71][N:72]1[CH2:77][CH2:76][NH:75][CH2:74][CH2:73]1.[C:78](=[O:81])([O-])[OH:79].[Na+], predict the reaction product. The product is: [C:27]([C:24]1[N:23]=[C:22]([NH:31][CH2:32][CH2:33][CH2:34][O:35][CH3:36])[C:21]([C:19]([N:14]([CH2:15][CH:16]([CH3:17])[CH3:18])[C@H:12]2[CH2:11][C@@H:10]([C:37]([N:75]3[CH2:76][CH2:77][N:72]([CH3:71])[CH2:73][CH2:74]3)=[O:38])[CH2:9][N:8]([C:78]([O:79][C:46]([CH3:47])([CH3:52])[CH3:45])=[O:81])[CH2:13]2)=[O:20])=[CH:26][N:25]=1)([CH3:30])([CH3:29])[CH3:28]. (5) Given the reactants C([OH:5])(C)(C)C.CC[C@H]1[C@H]2C[C@H]([C@H:41]([O:40]C3C4C(=CC=CC=4)C([O:40][C@H:41]([C:52]4C=CN=[C:58]5[C:53]=4[CH:54]=[C:55]([O:62][CH3:63])[CH:56]=[CH:57]5)[C@@H]4N5C[C@H](CC)[C@@H](CC5)C4)=NN=3)[C:52]3C=CN=[C:58]4[C:53]=3[CH:54]=[C:55]([O:62][CH3:63])[CH:56]=[CH:57]4)N(CC2)C1.C(C1C=C(C=CC=1)OC[C:71]([O:73][C:74]([CH3:77])([CH3:76])[CH3:75])=[O:72])=C.S([O-])([O-])=O.[Na+].[Na+], predict the reaction product. The product is: [OH:5][C@@H:52]([C:53]1[CH:54]=[C:55]([CH:56]=[CH:57][CH:58]=1)[O:62][CH2:63][C:71]([O:73][C:74]([CH3:77])([CH3:76])[CH3:75])=[O:72])[CH2:41][OH:40]. (6) Given the reactants CN(C(ON1N=NC2C=CC=NC1=2)=[N+](C)C)C.F[P-](F)(F)(F)(F)F.[CH:25]12[O:33][CH:29]([CH2:30][NH:31][CH2:32]1)[CH2:28][N:27]([C:34]1[CH:39]=[CH:38][C:37]([NH:40][C:41]3[N:46]=[C:45]([C:47]4[N:51]5[CH:52]=[CH:53][CH:54]=[C:55]([F:56])[C:50]5=[N:49][CH:48]=4)[C:44]([Cl:57])=[CH:43][N:42]=3)=[C:36]([O:58][CH3:59])[CH:35]=1)[CH2:26]2.[CH3:60][N:61]([CH3:66])[CH2:62][C:63](O)=[O:64].C(N(C(C)C)C(C)C)C, predict the reaction product. The product is: [Cl:57][C:44]1[C:45]([C:47]2[N:51]3[CH:52]=[CH:53][CH:54]=[C:55]([F:56])[C:50]3=[N:49][CH:48]=2)=[N:46][C:41]([NH:40][C:37]2[CH:38]=[CH:39][C:34]([N:27]3[CH2:28][CH:29]4[O:33][CH:25]([CH2:32][N:31]([C:63](=[O:64])[CH2:62][N:61]([CH3:66])[CH3:60])[CH2:30]4)[CH2:26]3)=[CH:35][C:36]=2[O:58][CH3:59])=[N:42][CH:43]=1. (7) Given the reactants C[O:2][C:3](=[O:35])[CH2:4][CH:5]1[CH2:10][CH2:9][CH:8]([C:11]2[CH:16]=[CH:15][C:14]([C:17]3[CH:18]=[N:19][C:20]([NH:23][C:24]4[C:25]([CH3:34])=[N:26][C:27]([C:30]([F:33])([F:32])[F:31])=[CH:28][CH:29]=4)=[CH:21][CH:22]=3)=[CH:13][CH:12]=2)[CH2:7][CH2:6]1.[Li+].[OH-], predict the reaction product. The product is: [CH3:34][C:25]1[C:24]([NH:23][C:20]2[N:19]=[CH:18][C:17]([C:14]3[CH:15]=[CH:16][C:11]([CH:8]4[CH2:9][CH2:10][CH:5]([CH2:4][C:3]([OH:35])=[O:2])[CH2:6][CH2:7]4)=[CH:12][CH:13]=3)=[CH:22][CH:21]=2)=[CH:29][CH:28]=[C:27]([C:30]([F:32])([F:31])[F:33])[N:26]=1. (8) Given the reactants C(OC(=O)COC1C=CC(Cl)=CC=1C#CC1C=CC=C(S(CCC)(=O)=O)C=1)(C)(C)C.[C:31]([O:35][C:36](=[O:48])[CH2:37][O:38][C:39]1[CH:44]=[CH:43][C:42]([Cl:45])=[CH:41][C:40]=1[C:46]#[CH:47])([CH3:34])([CH3:33])[CH3:32].I[C:50]1[CH:55]=[C:54]([S:56]([CH3:59])(=[O:58])=[O:57])[CH:53]=[CH:52][C:51]=1[CH2:60][CH2:61][CH3:62], predict the reaction product. The product is: [C:31]([O:35][C:36](=[O:48])[CH2:37][O:38][C:39]1[CH:44]=[CH:43][C:42]([Cl:45])=[CH:41][C:40]=1[C:46]#[C:47][C:52]1[CH:53]=[C:54]([S:56]([CH3:59])(=[O:57])=[O:58])[CH:55]=[CH:50][C:51]=1[CH2:60][CH2:61][CH3:62])([CH3:34])([CH3:33])[CH3:32].